Dataset: Reaction yield outcomes from USPTO patents with 853,638 reactions. Task: Predict the reaction yield, written as a fraction of the theoretical maximum amount of product (1.0 means a 100% yield; for example, 0.34 means a 34% yield). (1) The reactants are [CH3:1][O:2][C:3]1[CH:21]=[C:20]([O:22][CH2:23][C:24]2[N:25]=[C:26]([C:29]3([NH2:35])[CH2:34][CH2:33][O:32][CH2:31][CH2:30]3)[S:27][CH:28]=2)[C:6]2[CH:7]=[C:8]([C:10]3[N:11]=[C:12]4[N:16]([CH:17]=3)[N:15]=[C:14]([O:18][CH3:19])[S:13]4)[O:9][C:5]=2[CH:4]=1.[C:36]([O:40][C:41]([NH:43][CH2:44][C:45](O)=[O:46])=[O:42])([CH3:39])([CH3:38])[CH3:37].CCN(C(C)C)C(C)C.CN(C(ON1N=NC2C=CC=NC1=2)=[N+](C)C)C.F[P-](F)(F)(F)(F)F. The catalyst is CN(C=O)C.O.C(Cl)Cl. The product is [NH4+:11].[OH-:2].[CH3:36][OH:40].[CH3:1][O:2][C:3]1[CH:21]=[C:20]([O:22][CH2:23][C:24]2[N:25]=[C:26]([C:29]3([NH:35][C:45](=[O:46])[CH2:44][NH:43][C:41](=[O:42])[O:40][C:36]([CH3:37])([CH3:38])[CH3:39])[CH2:30][CH2:31][O:32][CH2:33][CH2:34]3)[S:27][CH:28]=2)[C:6]2[CH:7]=[C:8]([C:10]3[N:11]=[C:12]4[N:16]([CH:17]=3)[N:15]=[C:14]([O:18][CH3:19])[S:13]4)[O:9][C:5]=2[CH:4]=1. The yield is 0.100. (2) The reactants are [N:1]12[CH2:8][CH2:7][C:4]([C:9]([C:17]3[CH:22]=[CH:21][CH:20]=[CH:19][CH:18]=3)([C:11]3[CH:16]=[CH:15][CH:14]=[CH:13][CH:12]=3)[OH:10])([CH2:5][CH2:6]1)[CH2:3][CH2:2]2.[Br:23][CH2:24][CH2:25][CH2:26][C:27]([O:29][CH2:30][CH3:31])=[O:28]. The catalyst is CC#N. The product is [Br-:23].[CH2:30]([O:29][C:27](=[O:28])[CH2:26][CH2:25][CH2:24][N+:1]12[CH2:6][CH2:5][C:4]([C:9]([OH:10])([C:17]3[CH:22]=[CH:21][CH:20]=[CH:19][CH:18]=3)[C:11]3[CH:12]=[CH:13][CH:14]=[CH:15][CH:16]=3)([CH2:3][CH2:2]1)[CH2:7][CH2:8]2)[CH3:31]. The yield is 0.579.